Predict which catalyst facilitates the given reaction. From a dataset of Catalyst prediction with 721,799 reactions and 888 catalyst types from USPTO. Reactant: [OH:1][C@@H:2]1[CH2:5][C@H:4]([C:6]([O:8][CH2:9][CH3:10])=[O:7])[CH2:3]1.C([O-])([O-])=O.[K+].[K+].Br[CH2:18][C:19]1[CH:26]=[CH:25][C:22]([C:23]#[N:24])=[CH:21][CH:20]=1. Product: [C:23]([C:22]1[CH:25]=[CH:26][C:19]([CH2:18][O:1][C@@H:2]2[CH2:5][C@H:4]([C:6]([O:8][CH2:9][CH3:10])=[O:7])[CH2:3]2)=[CH:20][CH:21]=1)#[N:24]. The catalyst class is: 3.